From a dataset of Forward reaction prediction with 1.9M reactions from USPTO patents (1976-2016). Predict the product of the given reaction. (1) The product is: [C:1]([O:5][C:6]([N:8]1[CH2:12][C@H:11]([CH2:13][CH2:14][C:15]2[CH:20]=[CH:19][CH:18]=[CH:17][CH:16]=2)[C@@H:10]([CH2:21][NH:28][C:27]2[CH:29]=[CH:30][C:24]([Cl:23])=[CH:25][CH:26]=2)[CH2:9]1)=[O:7])([CH3:4])([CH3:3])[CH3:2]. Given the reactants [C:1]([O:5][C:6]([N:8]1[CH2:12][C@H:11]([CH2:13][CH2:14][C:15]2[CH:20]=[CH:19][CH:18]=[CH:17][CH:16]=2)[C@@H:10]([CH:21]=O)[CH2:9]1)=[O:7])([CH3:4])([CH3:3])[CH3:2].[Cl:23][C:24]1[CH:30]=[CH:29][C:27]([NH2:28])=[CH:26][CH:25]=1.C(O[BH-](OC(=O)C)OC(=O)C)(=O)C.[Na+], predict the reaction product. (2) Given the reactants [CH2:1]([O:8][C:9]1[CH:10]=[C:11]2[C:16](=[CH:17][CH:18]=1)[C:15](=[O:19])[N:14]([CH2:20][CH:21]([CH3:23])[CH3:22])[C:13]([CH2:24][N:25]1C(=O)C3C(=CC=CC=3)C1=O)=[C:12]2[C:36]1[CH:41]=[CH:40][CH:39]=[CH:38][CH:37]=1)[C:2]1[CH:7]=[CH:6][CH:5]=[CH:4][CH:3]=1.O.NN.C(=O)([O-])O.[Na+].[C:58](O[C:58]([O:60][C:61]([CH3:64])([CH3:63])[CH3:62])=[O:59])([O:60][C:61]([CH3:64])([CH3:63])[CH3:62])=[O:59], predict the reaction product. The product is: [CH2:1]([O:8][C:9]1[CH:10]=[C:11]2[C:16](=[CH:17][CH:18]=1)[C:15](=[O:19])[N:14]([CH2:20][CH:21]([CH3:22])[CH3:23])[C:13]([CH2:24][NH:25][C:58](=[O:59])[O:60][C:61]([CH3:62])([CH3:63])[CH3:64])=[C:12]2[C:36]1[CH:37]=[CH:38][CH:39]=[CH:40][CH:41]=1)[C:2]1[CH:3]=[CH:4][CH:5]=[CH:6][CH:7]=1. (3) Given the reactants [F:1][C:2]1[C:7]([CH:8]=[O:9])=[CH:6][CH:5]=[CH:4][C:3]=1[C:10]1[CH:15]=[CH:14][C:13]([OH:16])=[CH:12][CH:11]=1.C([O-])([O-])=O.[K+].[K+].CS(O[CH:28]1[CH2:36][CH2:35][C:31]2([CH2:34][CH2:33][CH2:32]2)[CH2:30][CH2:29]1)(=O)=O, predict the reaction product. The product is: [F:1][C:2]1[C:7]([CH:8]=[O:9])=[CH:6][CH:5]=[CH:4][C:3]=1[C:10]1[CH:15]=[CH:14][C:13]([O:16][CH:28]2[CH2:36][CH2:35][C:31]3([CH2:34][CH2:33][CH2:32]3)[CH2:30][CH2:29]2)=[CH:12][CH:11]=1. (4) The product is: [CH2:28]([O:27][C:25](=[O:26])[CH2:24][CH2:30][N:15]([C:12]1[S:13][CH:14]=[C:10]([C:7]2[CH:6]=[CH:5][C:4]([CH:1]([CH3:3])[CH3:2])=[CH:9][CH:8]=2)[N:11]=1)[CH2:16][CH2:17][C:18]1[S:19][CH:20]=[CH:21][CH:22]=1)[CH3:29]. Given the reactants [CH:1]([C:4]1[CH:9]=[CH:8][C:7]([C:10]2[N:11]=[C:12]([NH:15][CH2:16][CH2:17][C:18]3[S:19][CH:20]=[CH:21][CH:22]=3)[S:13][CH:14]=2)=[CH:6][CH:5]=1)([CH3:3])[CH3:2].Br[CH:24]([CH3:30])[C:25]([O:27][CH2:28][CH3:29])=[O:26].[H-].[Na+], predict the reaction product. (5) Given the reactants [CH2:1]1[C:7]2=[C:8]3[C:12](=[CH:13][CH:14]=[C:6]2[O:5][CH2:4][CH2:3][N:2]1C(OC(C)(C)C)=O)[NH:11][CH:10]=[CH:9]3.[H-].[Na+].CN(C=O)C.[CH3:29][C:30]1[S:31][C:32]([CH3:39])=[CH:33][C:34]=1[S:35](Cl)(=[O:37])=[O:36], predict the reaction product. The product is: [CH3:29][C:30]1[S:31][C:32]([CH3:39])=[CH:33][C:34]=1[S:35]([N:11]1[C:12]2[C:8](=[C:7]3[CH2:1][NH:2][CH2:3][CH2:4][O:5][C:6]3=[CH:14][CH:13]=2)[CH:9]=[CH:10]1)(=[O:37])=[O:36]. (6) Given the reactants ClC(Cl)(Cl)C(Cl)(Cl)Cl.C1(P(C2C=CC=CC=2)C2C=CC=CC=2)C=CC=CC=1.[CH2:28]([O:35][C:36]1[CH:41]=[C:40]([NH:42][C:43](=[O:55])[C:44]2[CH:49]=[CH:48][C:47]([O:50][CH2:51][CH:52]3[CH2:54][CH2:53]3)=[CH:46][CH:45]=2)[C:39](O)=[CH:38][N:37]=1)[C:29]1[CH:34]=[CH:33][CH:32]=[CH:31][CH:30]=1.Cl, predict the reaction product. The product is: [CH2:28]([O:35][C:36]1[N:37]=[CH:38][C:39]2[O:55][C:43]([C:44]3[CH:45]=[CH:46][C:47]([O:50][CH2:51][CH:52]4[CH2:53][CH2:54]4)=[CH:48][CH:49]=3)=[N:42][C:40]=2[CH:41]=1)[C:29]1[CH:30]=[CH:31][CH:32]=[CH:33][CH:34]=1. (7) Given the reactants [NH:1]1[CH2:6][CH2:5][CH:4]([N:7]2[C:12]3[C:13]4[CH:19]=[CH:18][N:17]([CH2:20][O:21][CH2:22][CH2:23][Si:24]([CH3:27])([CH3:26])[CH3:25])[C:14]=4[N:15]=[CH:16][C:11]=3[CH2:10][NH:9][C:8]2=[O:28])[CH2:3][CH2:2]1.[C:29]1([CH2:35][S:36](Cl)(=[O:38])=[O:37])[CH:34]=[CH:33][CH:32]=[CH:31][CH:30]=1.C(N(CC)CC)C.O, predict the reaction product. The product is: [CH2:35]([S:36]([N:1]1[CH2:2][CH2:3][CH:4]([N:7]2[C:12]3[C:13]4[CH:19]=[CH:18][N:17]([CH2:20][O:21][CH2:22][CH2:23][Si:24]([CH3:25])([CH3:27])[CH3:26])[C:14]=4[N:15]=[CH:16][C:11]=3[CH2:10][NH:9][C:8]2=[O:28])[CH2:5][CH2:6]1)(=[O:38])=[O:37])[C:29]1[CH:34]=[CH:33][CH:32]=[CH:31][CH:30]=1. (8) Given the reactants Cl.[CH:2]1([CH2:5][O:6][C:7]2[CH:12]=[CH:11][C:10]([CH3:13])=[CH:9][C:8]=2[C:14]2[C:15]3[NH:22][C:21]([CH3:23])=[C:20]([C:24]([NH:26][CH:27]4[CH2:32][CH2:31][NH:30][CH2:29][CH2:28]4)=[O:25])[C:16]=3[N:17]=[CH:18][N:19]=2)[CH2:4][CH2:3]1.[C:33](Cl)(=[O:35])[CH3:34], predict the reaction product. The product is: [C:33]([N:30]1[CH2:29][CH2:28][CH:27]([NH:26][C:24]([C:20]2[C:16]3[N:17]=[CH:18][N:19]=[C:14]([C:8]4[CH:9]=[C:10]([CH3:13])[CH:11]=[CH:12][C:7]=4[O:6][CH2:5][CH:2]4[CH2:4][CH2:3]4)[C:15]=3[NH:22][C:21]=2[CH3:23])=[O:25])[CH2:32][CH2:31]1)(=[O:35])[CH3:34]. (9) Given the reactants Br[CH2:2][CH2:3][CH2:4][S:5](=[O:38])([C:32]1[CH:37]=[CH:36][CH:35]=[CH:34][CH:33]=1)=[N:6][C:7](=[O:31])[C:8]1[CH:13]=[C:12]([C:14]#[C:15][C:16]2[CH:21]=[CH:20][CH:19]=[C:18]([NH:22][C:23]([C:25]3[O:26][CH:27]=[CH:28][C:29]=3[CH3:30])=[O:24])[CH:17]=2)[CH:11]=[N:10][CH:9]=1.[NH:39]1[CH2:44][CH2:43][S:42](=[O:46])(=[O:45])[CH2:41][CH2:40]1, predict the reaction product. The product is: [O:45]=[S:42]1(=[O:46])[CH2:43][CH2:44][N:39]([CH2:2][CH2:3][CH2:4][S@:5](=[O:38])([C:32]2[CH:37]=[CH:36][CH:35]=[CH:34][CH:33]=2)=[N:6][C:7](=[O:31])[C:8]2[CH:13]=[C:12]([C:14]#[C:15][C:16]3[CH:21]=[CH:20][CH:19]=[C:18]([NH:22][C:23]([C:25]4[O:26][CH:27]=[CH:28][C:29]=4[CH3:30])=[O:24])[CH:17]=3)[CH:11]=[N:10][CH:9]=2)[CH2:40][CH2:41]1. (10) Given the reactants [CH2:1]([S:5](Cl)(=[O:7])=[O:6])[CH2:2][CH2:3][CH3:4].[C:9]1([O:19][CH3:20])[C:10](=[CH:12][CH:13]=[C:14]([CH:18]=1)[CH2:15][CH:16]=[CH2:17])[OH:11].C(N(CC)CC)C.O, predict the reaction product. The product is: [CH2:1]([S:5]([O:11][C:10]1[CH:12]=[CH:13][C:14]([CH2:15][CH:16]=[CH2:17])=[CH:18][C:9]=1[O:19][CH3:20])(=[O:7])=[O:6])[CH2:2][CH2:3][CH3:4].